This data is from Full USPTO retrosynthesis dataset with 1.9M reactions from patents (1976-2016). The task is: Predict the reactants needed to synthesize the given product. (1) Given the product [N:1]1([CH2:14][CH2:15][CH2:16][CH:17]=[O:18])[C:13]2[C:12]3[CH:11]=[CH:10][CH:9]=[CH:8][C:7]=3[N:6]=[CH:5][C:4]=2[N:3]=[CH:2]1, predict the reactants needed to synthesize it. The reactants are: [N:1]1([CH2:14][CH2:15][CH2:16][CH2:17][OH:18])[C:13]2[C:12]3[CH:11]=[CH:10][CH:9]=[CH:8][C:7]=3[N:6]=[CH:5][C:4]=2[N:3]=[CH:2]1.CS(C)=O.C(Cl)(=O)C(Cl)=O.C(N(CC)CC)C. (2) Given the product [N:1]1([CH2:7][C:8]2[CH:9]=[C:10]([C:14]#[C:15][CH2:16][CH2:17][O:18][S:27]([CH3:26])(=[O:29])=[O:28])[CH:11]=[CH:12][CH:13]=2)[CH2:6][CH2:5][O:4][CH2:3][CH2:2]1, predict the reactants needed to synthesize it. The reactants are: [N:1]1([CH2:7][C:8]2[CH:9]=[C:10]([C:14]#[C:15][CH2:16][CH2:17][OH:18])[CH:11]=[CH:12][CH:13]=2)[CH2:6][CH2:5][O:4][CH2:3][CH2:2]1.C(N(CC)CC)C.[CH3:26][S:27](Cl)(=[O:29])=[O:28]. (3) Given the product [CH2:1]([O:4][C:5]1([CH3:45])[CH2:6][CH2:7][N:8]([C:11]2[N:16]3[N:17]=[C:18]([CH2:20][N:21]4[CH:25]=[C:24]([C:26]5[CH:31]=[CH:30][CH:29]=[C:28]([O:32][CH2:54][CH:53]=[CH2:52])[CH:27]=5)[N:23]=[N:22]4)[CH:19]=[C:15]3[N:14]=[C:13]([CH3:33])[C:12]=2[C@H:34]([O:40][C:41]([CH3:44])([CH3:43])[CH3:42])[C:35]([O:37][CH2:38][CH3:39])=[O:36])[CH2:9][CH2:10]1)[CH:2]=[CH2:3], predict the reactants needed to synthesize it. The reactants are: [CH2:1]([O:4][C:5]1([CH3:45])[CH2:10][CH2:9][N:8]([C:11]2[N:16]3[N:17]=[C:18]([CH2:20][N:21]4[CH:25]=[C:24]([C:26]5[CH:31]=[CH:30][CH:29]=[C:28]([OH:32])[CH:27]=5)[N:23]=[N:22]4)[CH:19]=[C:15]3[N:14]=[C:13]([CH3:33])[C:12]=2[C@H:34]([O:40][C:41]([CH3:44])([CH3:43])[CH3:42])[C:35]([O:37][CH2:38][CH3:39])=[O:36])[CH2:7][CH2:6]1)[CH:2]=[CH2:3].C([O-])([O-])=O.[K+].[K+].[CH2:52](Br)[CH:53]=[CH2:54]. (4) Given the product [C:32]([O:36][C:37](=[O:38])[NH:18][C:13]1[CH2:14][O:15][CH2:16][CH2:17][C:11]([C:3]2[CH:4]=[C:5]([N+:8]([O-:10])=[O:9])[CH:6]=[CH:7][C:2]=2[F:1])([C:19]([F:20])([F:22])[F:21])[N:12]=1)([CH3:35])([CH3:34])[CH3:33], predict the reactants needed to synthesize it. The reactants are: [F:1][C:2]1[CH:7]=[CH:6][C:5]([N+:8]([O-:10])=[O:9])=[CH:4][C:3]=1[C:11]1([C:19]([F:22])([F:21])[F:20])[CH2:17][CH2:16][O:15][CH2:14][C:13]([NH2:18])=[N:12]1.CCN(C(C)C)C(C)C.[C:32]([O:36][C:37](O[C:37]([O:36][C:32]([CH3:35])([CH3:34])[CH3:33])=[O:38])=[O:38])([CH3:35])([CH3:34])[CH3:33]. (5) Given the product [O:10]1[C:7]2[CH:6]=[CH:5][CH:4]=[CH:2][C:23]=2[CH:22]=[CH:21][NH:20]1, predict the reactants needed to synthesize it. The reactants are: C[C:2](C1C=CC(O)=CC=1)([C:4]1[CH:5]=[CH:6][C:7]([OH:10])=CC=1)C.C=O.[NH2:20][CH2:21][CH2:22][CH2:23][Si](OCC)(OCC)OCC. (6) The reactants are: FC1[C:11]([N:12]2[CH2:17][CH2:16][NH:15][CH2:14][CH2:13]2)=CC2NC=C3C(=O)N(C4C=CC=CC=4)N=C3C=2C=1.F[C:29]1[C:30]([F:48])=[CH:31][C:32]2[C:33]3[C:34]([C:39](=[O:47])[N:40]([C:42]4[CH:46]=[CH:45][S:44][CH:43]=4)[N:41]=3)=[CH:35][NH:36][C:37]=2[CH:38]=1.CN1CCNCC1. Given the product [F:48][C:30]1[C:29]([N:15]2[CH2:16][CH2:17][N:12]([CH3:11])[CH2:13][CH2:14]2)=[CH:38][C:37]2[NH:36][CH:35]=[C:34]3[C:39](=[O:47])[N:40]([C:42]4[CH:46]=[CH:45][S:44][CH:43]=4)[N:41]=[C:33]3[C:32]=2[CH:31]=1, predict the reactants needed to synthesize it. (7) Given the product [Cl:8][CH:9]1[C:14]([N+:15]([O-:17])=[O:16])=[CH:13][C:12]([CH3:19])=[C:11]([CH3:20])[N:10]1[CH2:22][CH2:23][CH2:24][CH2:25][OH:26], predict the reactants needed to synthesize it. The reactants are: C(N(CC)CC)C.[Cl:8][C:9]1[C:14]([N+:15]([O-:17])=[O:16])=[C:13](Cl)[C:12]([CH3:19])=[C:11]([CH3:20])[N:10]=1.N[CH2:22][CH2:23][CH2:24][CH2:25][OH:26]. (8) Given the product [CH2:43]([Sn:38]([CH2:34][CH2:35][CH2:36][CH3:37])([CH2:39][CH2:40][CH2:41][CH3:42])[C:14]1[Se:13][CH:12]=[C:11]([CH2:10][CH:9]([CH2:1][CH2:2][CH2:3][CH2:4][CH2:5][CH2:6][CH2:7][CH3:8])[CH2:16][CH2:17][CH2:18][CH2:19][CH2:20][CH2:21][CH2:22][CH2:23][CH2:24][CH3:25])[CH:15]=1)[CH2:44][CH2:45][CH3:46], predict the reactants needed to synthesize it. The reactants are: [CH2:1]([CH:9]([CH2:16][CH2:17][CH2:18][CH2:19][CH2:20][CH2:21][CH2:22][CH2:23][CH2:24][CH3:25])[CH2:10][C:11]1[CH:15]=[CH:14][Se:13][CH:12]=1)[CH2:2][CH2:3][CH2:4][CH2:5][CH2:6][CH2:7][CH3:8].C([N-]C(C)C)(C)C.[Li+].[CH2:34]([Sn:38](Cl)([CH2:43][CH2:44][CH2:45][CH3:46])[CH2:39][CH2:40][CH2:41][CH3:42])[CH2:35][CH2:36][CH3:37].[F-].[K+].